The task is: Regression. Given a peptide amino acid sequence and an MHC pseudo amino acid sequence, predict their binding affinity value. This is MHC class I binding data.. This data is from Peptide-MHC class I binding affinity with 185,985 pairs from IEDB/IMGT. (1) The peptide sequence is VTLFSNLGY. The MHC is HLA-B46:01 with pseudo-sequence HLA-B46:01. The binding affinity (normalized) is 0.0847. (2) The peptide sequence is RRAIRGEQL. The MHC is Mamu-B08 with pseudo-sequence Mamu-B08. The binding affinity (normalized) is 0.795. (3) The peptide sequence is CSEYVKDIY. The binding affinity (normalized) is 0.0847. The MHC is HLA-A02:01 with pseudo-sequence HLA-A02:01. (4) The peptide sequence is IPISGRITA. The MHC is HLA-A11:01 with pseudo-sequence HLA-A11:01. The binding affinity (normalized) is 0.0847. (5) The peptide sequence is ISDPLTSGL. The MHC is HLA-A68:02 with pseudo-sequence HLA-A68:02. The binding affinity (normalized) is 0.0847. (6) The peptide sequence is EIRHRSGIQ. The MHC is HLA-A68:02 with pseudo-sequence HLA-A68:02. The binding affinity (normalized) is 0.0847. (7) The peptide sequence is MTTEDMLSVW. The binding affinity (normalized) is 0.293. The MHC is HLA-A26:01 with pseudo-sequence HLA-A26:01.